This data is from Full USPTO retrosynthesis dataset with 1.9M reactions from patents (1976-2016). The task is: Predict the reactants needed to synthesize the given product. Given the product [CH3:18][O:17][C:13]1[N:12]=[C:11]2[CH:10]=[C:9]([C:19]3[C:20]4[S:33][CH:32]=[CH:31][C:21]=4[NH:22][N:23]=3)[NH:8][C:16]2=[CH:15][CH:14]=1, predict the reactants needed to synthesize it. The reactants are: C(OC([N:8]1[C:16]2[C:11](=[N:12][C:13]([O:17][CH3:18])=[CH:14][CH:15]=2)[CH:10]=[C:9]1[C:19]1[C:20]2[S:33][CH:32]=[CH:31][C:21]=2[N:22](C(OC(C)(C)C)=O)[N:23]=1)=O)(C)(C)C.C1(OC)C=CC=CC=1.FC(F)(F)C(O)=O.C(=O)([O-])[O-].[K+].[K+].